From a dataset of TCR-epitope binding with 47,182 pairs between 192 epitopes and 23,139 TCRs. Binary Classification. Given a T-cell receptor sequence (or CDR3 region) and an epitope sequence, predict whether binding occurs between them. (1) The epitope is VLAWLYAAV. The TCR CDR3 sequence is CASSHPTGSVDTQYF. Result: 1 (the TCR binds to the epitope). (2) The epitope is ELAGIGILTV. The TCR CDR3 sequence is CASSWGLAEFF. Result: 1 (the TCR binds to the epitope). (3) The epitope is LPRRSGAAGA. The TCR CDR3 sequence is CASSPWMNSNQPQHF. Result: 0 (the TCR does not bind to the epitope). (4) The epitope is NEGVKAAW. The TCR CDR3 sequence is CASSLRGVWTDTQYF. Result: 1 (the TCR binds to the epitope).